Dataset: Catalyst prediction with 721,799 reactions and 888 catalyst types from USPTO. Task: Predict which catalyst facilitates the given reaction. (1) Reactant: [NH2:1][CH2:2][CH2:3][O:4][C:5]1[CH:22]=[C:21]([C:23]#[N:24])[CH:20]=[CH:19][C:6]=1[CH2:7][NH:8][C:9](=[O:18])[C:10]1[CH:15]=[CH:14][C:13]([F:16])=[C:12]([CH3:17])[CH:11]=1.[F:25][C:26]1[CH:34]=[CH:33][CH:32]=[CH:31][C:27]=1[C:28](Cl)=[O:29].N1C=CC=CC=1. Product: [C:23]([C:21]1[CH:20]=[CH:19][C:6]([CH2:7][NH:8][C:9](=[O:18])[C:10]2[CH:15]=[CH:14][C:13]([F:16])=[C:12]([CH3:17])[CH:11]=2)=[C:5]([O:4][CH2:3][CH2:2][NH:1][C:28](=[O:29])[C:27]2[CH:31]=[CH:32][CH:33]=[CH:34][C:26]=2[F:25])[CH:22]=1)#[N:24]. The catalyst class is: 135. (2) Reactant: [C:1]([C:4]1[S:8][C:7]([C:9]2[CH:10]=[C:11]([Cl:27])[C:12]3[O:16][CH:15]([CH2:17][NH:18][C:19](=[O:25])OC(C)(C)C)[CH2:14][C:13]=3[CH:26]=2)=[CH:6][CH:5]=1)(=[O:3])[CH3:2].CCN=C=[N:32][CH2:33][CH2:34][CH2:35][N:36]([CH3:38])C.[CH:39]1[CH:40]=CC2N(O)N=NC=2[CH:44]=1.CCN(C(C)C)C(C)C. Product: [C:1]([C:4]1[S:8][C:7]([C:9]2[CH:10]=[C:11]([Cl:27])[C:12]3[O:16][CH:15]([CH2:17][NH:18][C:19](=[O:25])/[CH:44]=[CH:39]/[C:40]4[CH:38]=[N:36][CH:35]=[CH:34][C:33]=4[NH2:32])[CH2:14][C:13]=3[CH:26]=2)=[CH:6][CH:5]=1)(=[O:3])[CH3:2]. The catalyst class is: 85. (3) Reactant: [N:1]1[CH:6]=[CH:5][CH:4]=[C:3]([S:7]([OH:10])(=O)=[O:8])[CH:2]=1.P(Cl)(Cl)(Cl)(Cl)[Cl:12].O. Product: [N:1]1[CH:6]=[CH:5][CH:4]=[C:3]([S:7]([Cl:12])(=[O:10])=[O:8])[CH:2]=1. The catalyst class is: 11. (4) Reactant: [OH:1][CH:2]1[CH2:26][CH2:25][C:5]2([CH2:9][N:8]([C:10]([O:12][CH2:13][C:14]3[CH:19]=[CH:18][CH:17]=[CH:16][CH:15]=3)=[O:11])[CH:7]([C:20]([O:22][CH2:23][CH3:24])=[O:21])[CH2:6]2)[CH2:4][CH2:3]1.CC(OI1(OC(C)=O)(OC(C)=O)OC(=O)C2C=CC=CC1=2)=O.S([O-])([O-])(=O)=S.[Na+].[Na+].C([O-])(O)=O.[Na+]. Product: [O:1]=[C:2]1[CH2:3][CH2:4][C:5]2([CH2:9][N:8]([C:10]([O:12][CH2:13][C:14]3[CH:15]=[CH:16][CH:17]=[CH:18][CH:19]=3)=[O:11])[CH:7]([C:20]([O:22][CH2:23][CH3:24])=[O:21])[CH2:6]2)[CH2:25][CH2:26]1. The catalyst class is: 2. (5) Reactant: [N:1]1[C:6]([C:7]([O:9]C)=[O:8])=[CH:5][CH:4]=[CH:3][C:2]=1[C:11]([O:13][CH3:14])=[O:12].[OH-].[K+:16]. Product: [K+:16].[CH3:14][O:13][C:11]([C:2]1[N:1]=[C:6]([C:7]([O-:9])=[O:8])[CH:5]=[CH:4][CH:3]=1)=[O:12]. The catalyst class is: 5.